This data is from Forward reaction prediction with 1.9M reactions from USPTO patents (1976-2016). The task is: Predict the product of the given reaction. (1) Given the reactants [C:1]([N:8]1[CH2:13][CH2:12][NH:11][CH2:10][CH2:9]1)([O:3][C:4]([CH3:7])([CH3:6])[CH3:5])=[O:2].C(O[BH-](O[C:24](=O)[CH3:25])OC(=O)C)(=O)C.[Na+], predict the reaction product. The product is: [CH3:1][N:8]1[CH:9]=[CH:10][N:11]=[C:24]1[CH2:25][N:11]1[CH2:10][CH2:9][N:8]([C:1]([O:3][C:4]([CH3:7])([CH3:6])[CH3:5])=[O:2])[CH2:13][CH2:12]1. (2) Given the reactants [I:1][C:2]1[CH:3]=[C:4]2[C:8](=[CH:9][C:10]=1[CH3:11])[NH:7][N:6]=[CH:5]2.[F:12][C:13]1[CH:18]=[CH:17][C:16](B(O)O)=[CH:15][CH:14]=1.N1C=CC=CC=1, predict the reaction product. The product is: [F:12][C:13]1[CH:18]=[CH:17][C:16]([N:7]2[C:8]3[C:4](=[CH:3][C:2]([I:1])=[C:10]([CH3:11])[CH:9]=3)[CH:5]=[N:6]2)=[CH:15][CH:14]=1. (3) The product is: [Br:1][C:2]1[C:3]([C:12]([F:13])([F:14])[F:15])=[CH:4][C:5]([NH:8][C:9](=[O:11])[CH3:10])=[C:6]([N+:16]([O-:18])=[O:17])[CH:7]=1. Given the reactants [Br:1][C:2]1[CH:7]=[CH:6][C:5]([NH:8][C:9](=[O:11])[CH3:10])=[CH:4][C:3]=1[C:12]([F:15])([F:14])[F:13].[N+:16]([O-])([OH:18])=[O:17].C([O-])(O)=O.[Na+], predict the reaction product. (4) The product is: [NH2:1][C:2]1[N:10]=[C:9]([O:11][CH2:12][CH2:13][O:14][CH3:15])[N:8]=[C:7]2[C:3]=1[N:4]=[C:5]([Br:25])[N:6]2[CH2:16][C:17]1[CH:18]=[CH:19][C:20]([C:21]#[N:22])=[CH:23][CH:24]=1. Given the reactants [NH2:1][C:2]1[N:10]=[C:9]([O:11][CH2:12][CH2:13][O:14][CH3:15])[N:8]=[C:7]2[C:3]=1[N:4]=[CH:5][N:6]2[CH2:16][C:17]1[CH:24]=[CH:23][C:20]([C:21]#[N:22])=[CH:19][CH:18]=1.[Br:25]Br, predict the reaction product. (5) Given the reactants [C:1]([C:9]1[CH:14]=[CH:13][CH:12]=[CH:11][CH:10]=1)(=O)[C:2]1[CH:7]=[CH:6][CH:5]=[CH:4][CH:3]=1.Cl.[CH2:16]([O:18][C:19](=[O:22])[CH2:20][NH2:21])[CH3:17].C1(C)C=CC=CC=1.C(N(CCCC)CCCC)CCC, predict the reaction product. The product is: [CH2:16]([O:18][C:19](=[O:22])[CH2:20][N:21]=[C:1]([C:9]1[CH:14]=[CH:13][CH:12]=[CH:11][CH:10]=1)[C:2]1[CH:7]=[CH:6][CH:5]=[CH:4][CH:3]=1)[CH3:17]. (6) Given the reactants Cl.[F:2][C:3]([F:21])([F:20])[C:4]1[C:5]([N:10]2[CH2:15][CH2:14][N:13]([CH2:16][C:17]([OH:19])=O)[CH2:12][CH2:11]2)=[N:6][CH:7]=[CH:8][CH:9]=1.[NH2:22][C@@H:23]([CH2:41][O:42][CH2:43][C:44]1[CH:49]=[CH:48][CH:47]=[CH:46][CH:45]=1)[C:24]([NH:26][C:27]1[CH:32]=[CH:31][C:30]([O:33][C:34]2[CH:39]=[CH:38][C:37]([F:40])=[CH:36][CH:35]=2)=[CH:29][CH:28]=1)=[O:25], predict the reaction product. The product is: [CH2:43]([O:42][CH2:41][C@H:23]([NH:22][C:17](=[O:19])[CH2:16][N:13]1[CH2:12][CH2:11][N:10]([C:5]2[C:4]([C:3]([F:2])([F:21])[F:20])=[CH:9][CH:8]=[CH:7][N:6]=2)[CH2:15][CH2:14]1)[C:24]([NH:26][C:27]1[CH:32]=[CH:31][C:30]([O:33][C:34]2[CH:39]=[CH:38][C:37]([F:40])=[CH:36][CH:35]=2)=[CH:29][CH:28]=1)=[O:25])[C:44]1[CH:49]=[CH:48][CH:47]=[CH:46][CH:45]=1. (7) Given the reactants [Br:1][C:2]1[CH:7]=[C:6]2[NH:8][CH2:9][C:10]3([CH2:15][CH2:14][O:13][CH2:12][CH2:11]3)[C:5]2=[CH:4][CH:3]=1.N1C=CC=CC=1.[C:22](OC(=O)C)(=[O:24])[CH3:23], predict the reaction product. The product is: [Br:1][C:2]1[CH:7]=[C:6]2[N:8]([C:22](=[O:24])[CH3:23])[CH2:9][C:10]3([CH2:15][CH2:14][O:13][CH2:12][CH2:11]3)[C:5]2=[CH:4][CH:3]=1.